Dataset: CYP2D6 substrate classification data from Carbon-Mangels et al.. Task: Regression/Classification. Given a drug SMILES string, predict its absorption, distribution, metabolism, or excretion properties. Task type varies by dataset: regression for continuous measurements (e.g., permeability, clearance, half-life) or binary classification for categorical outcomes (e.g., BBB penetration, CYP inhibition). Dataset: cyp2d6_substrate_carbonmangels. The drug is CC(C)n1c(/C=C\[C@@H](O)C[C@@H](O)CC(=O)O)c(-c2ccc(F)cc2)c2ccccc21. The result is 1 (substrate).